Dataset: CYP2C9 inhibition data for predicting drug metabolism from PubChem BioAssay. Task: Regression/Classification. Given a drug SMILES string, predict its absorption, distribution, metabolism, or excretion properties. Task type varies by dataset: regression for continuous measurements (e.g., permeability, clearance, half-life) or binary classification for categorical outcomes (e.g., BBB penetration, CYP inhibition). Dataset: cyp2c9_veith. (1) The compound is CSc1nc(Cl)c(C#N)c(-c2ccc(C)cc2)n1. The result is 1 (inhibitor). (2) The compound is CC[N+](CC)(CC)CC(=O)Nc1c(C)cccc1C. The result is 0 (non-inhibitor). (3) The molecule is C=CCn1c(SCc2nc3ccccc3[nH]2)nnc1-c1cccc(OC)c1. The result is 1 (inhibitor). (4) The compound is CCC(=O)NNC(=O)CCC(=O)Nc1ccccc1. The result is 0 (non-inhibitor). (5) The molecule is CCN(C(=O)COc1cc(=O)n(C)c2ccccc12)c1cccc(Cl)c1. The result is 1 (inhibitor). (6) The drug is Cc1ccc2[nH]c(C)c(/C=N/Nc3nc4ccccc4s3)c2c1. The result is 1 (inhibitor).